From a dataset of Forward reaction prediction with 1.9M reactions from USPTO patents (1976-2016). Predict the product of the given reaction. (1) Given the reactants [CH3:1][O:2][C:3](=[O:24])[CH:4]([N:12]([C:17]([O:19][C:20]([CH3:23])([CH3:22])[CH3:21])=[O:18])[CH2:13][CH2:14][CH2:15]Cl)[C:5]1[CH:10]=[CH:9][C:8]([F:11])=[CH:7][CH:6]=1.C(=O)([O-])[O-].[K+].[K+], predict the reaction product. The product is: [CH3:1][O:2][C:3]([C:4]1([C:5]2[CH:10]=[CH:9][C:8]([F:11])=[CH:7][CH:6]=2)[CH2:15][CH2:14][CH2:13][N:12]1[C:17]([O:19][C:20]([CH3:23])([CH3:22])[CH3:21])=[O:18])=[O:24]. (2) Given the reactants [OH:1][C:2]1[CH:11]=[C:10]([F:12])[CH:9]=[CH:8][C:3]=1[C:4]([O:6][CH3:7])=[O:5].[C:13]([O:17][C:18]([NH:20][CH2:21][CH2:22][CH2:23]O)=[O:19])([CH3:16])([CH3:15])[CH3:14], predict the reaction product. The product is: [F:12][C:10]1[CH:9]=[CH:8][C:3]([C:4]([O:6][CH3:7])=[O:5])=[C:2]([O:1][CH2:23][CH2:22][CH2:21][NH:20][C:18]([O:17][C:13]([CH3:14])([CH3:16])[CH3:15])=[O:19])[CH:11]=1. (3) Given the reactants [OH:1][N:2]=[C:3]([C:5]1[CH:13]=[CH:12][C:8]2NC=N[C:7]=2[CH:6]=1)[NH2:4].C(C1C=C2C([CH2:20][CH2:21][N:22]([CH2:26][C:27]([O:29][C:30]([CH3:33])([CH3:32])[CH3:31])=[O:28])[CH2:23]2)=CC=1)#N, predict the reaction product. The product is: [NH2:4][C:3](=[N:2][OH:1])[C:5]1[CH:6]=[C:7]2[C:8]([CH2:20][CH2:21][N:22]([CH2:26][C:27]([O:29][C:30]([CH3:31])([CH3:33])[CH3:32])=[O:28])[CH2:23]2)=[CH:12][CH:13]=1. (4) Given the reactants [Br:1][C:2]1[CH:7]=[CH:6][N:5]2[N:8]=[CH:9][C:10]([C:11]([OH:13])=O)=[C:4]2[CH:3]=1.CCN(C(C)C)C(C)C.CN(C(ON1N=NC2C=CC=NC1=2)=[N+](C)C)C.F[P-](F)(F)(F)(F)F.[CH3:47][O:48][C:49]1[CH:65]=[CH:64][C:52]([CH2:53][NH:54][CH2:55][C:56]2[CH:61]=[CH:60][C:59]([O:62][CH3:63])=[CH:58][CH:57]=2)=[CH:51][CH:50]=1, predict the reaction product. The product is: [Br:1][C:2]1[CH:7]=[CH:6][N:5]2[N:8]=[CH:9][C:10]([C:11]([N:54]([CH2:53][C:52]3[CH:51]=[CH:50][C:49]([O:48][CH3:47])=[CH:65][CH:64]=3)[CH2:55][C:56]3[CH:57]=[CH:58][C:59]([O:62][CH3:63])=[CH:60][CH:61]=3)=[O:13])=[C:4]2[CH:3]=1. (5) Given the reactants [C:1]([O:5][C:6]([CH2:8][C:9]1[C:14]([N:15]2[C:19]([C:20]3[CH:25]=[CH:24][C:23]([F:26])=[C:22]([Cl:27])[CH:21]=3)=[C:18]([C:28](O)=[O:29])[N:17]=[C:16]2[CH:31]2[CH2:36][CH2:35][CH2:34][CH2:33][CH2:32]2)=[C:13]([F:37])[C:12]([Cl:38])=[CH:11][CH:10]=1)=[O:7])([CH3:4])([CH3:3])[CH3:2].CN1CCOCC1.CN(C(O[N:54]1[N:62]=NC2C=CC=NC1=2)=[N+](C)C)C.F[P-](F)(F)(F)(F)F.NN.C1COCC1, predict the reaction product. The product is: [C:1]([O:5][C:6](=[O:7])[CH2:8][C:9]1[CH:10]=[CH:11][C:12]([Cl:38])=[C:13]([F:37])[C:14]=1[N:15]1[C:19]([C:20]2[CH:25]=[CH:24][C:23]([F:26])=[C:22]([Cl:27])[CH:21]=2)=[C:18]([C:28]([NH:54][NH2:62])=[O:29])[N:17]=[C:16]1[CH:31]1[CH2:32][CH2:33][CH2:34][CH2:35][CH2:36]1)([CH3:3])([CH3:2])[CH3:4]. (6) Given the reactants [CH3:1][C:2]1[CH:7]=[C:6]([O:8][CH2:9][CH2:10][CH2:11][S:12]([CH3:15])(=[O:14])=[O:13])[CH:5]=[C:4]([CH3:16])[C:3]=1[C:17]1[CH:22]=[CH:21][CH:20]=[C:19]([CH:23]=O)[CH:18]=1.[CH3:25][C:26]1([CH3:40])[C:30]([CH3:32])([CH3:31])[O:29][B:28]([C:33]2[CH:39]=[CH:38][C:36]([NH2:37])=[CH:35][CH:34]=2)[O:27]1.C(O[BH-](OC(=O)C)OC(=O)C)(=O)C.[Na+].O, predict the reaction product. The product is: [CH3:16][C:4]1[CH:5]=[C:6]([O:8][CH2:9][CH2:10][CH2:11][S:12]([CH3:15])(=[O:13])=[O:14])[CH:7]=[C:2]([CH3:1])[C:3]=1[C:17]1[CH:22]=[CH:21][CH:20]=[C:19]([CH2:23][NH:37][C:36]2[CH:38]=[CH:39][C:33]([B:28]3[O:27][C:26]([CH3:40])([CH3:25])[C:30]([CH3:31])([CH3:32])[O:29]3)=[CH:34][CH:35]=2)[CH:18]=1. (7) Given the reactants [Br:1][C:2]1[C:3]([OH:10])=[C:4]([CH:7]=[CH:8][CH:9]=1)[CH:5]=O.Br[CH2:12][C:13]([C:15]1[CH:20]=[CH:19][CH:18]=[C:17]([Cl:21])[CH:16]=1)=[O:14], predict the reaction product. The product is: [Br:1][C:2]1[C:3]2[O:10][C:12]([C:13]([C:15]3[CH:20]=[CH:19][CH:18]=[C:17]([Cl:21])[CH:16]=3)=[O:14])=[CH:5][C:4]=2[CH:7]=[CH:8][CH:9]=1. (8) Given the reactants [NH2:1][C:2]1[CH:7]=[N:6][C:5]([C:8]([O:10][CH3:11])=[O:9])=[C:4]2[O:12][C:13]([CH3:17])([CH3:16])[O:14][CH2:15][C:3]=12.[F:18][C:19]1[CH:27]=[CH:26][C:22]([C:23](Cl)=[O:24])=[CH:21][CH:20]=1.[Cl-].[NH4+], predict the reaction product. The product is: [F:18][C:19]1[CH:27]=[CH:26][C:22]([C:23]([NH:1][C:2]2[CH:7]=[N:6][C:5]([C:8]([O:10][CH3:11])=[O:9])=[C:4]3[O:12][C:13]([CH3:17])([CH3:16])[O:14][CH2:15][C:3]=23)=[O:24])=[CH:21][CH:20]=1. (9) Given the reactants [CH2:1]([C:4]1[C:8]([CH2:9][CH2:10][CH2:11][OH:12])=[CH:7][N:6]([C:13]2[CH:18]=[CH:17][C:16]([C:19]([F:22])([F:21])[F:20])=[CH:15][N:14]=2)[N:5]=1)[CH2:2][CH3:3].[Br:23][C:24]1[C:25](O)=[C:26]([CH2:30][C:31]([O:33][CH3:34])=[O:32])[CH:27]=[CH:28][CH:29]=1.C(P(CCCC)CCCC)CCC.N(C(N1CCCCC1)=O)=NC(N1CCCCC1)=O, predict the reaction product. The product is: [Br:23][C:24]1[C:25]([O:12][CH2:11][CH2:10][CH2:9][C:8]2[C:4]([CH2:1][CH2:2][CH3:3])=[N:5][N:6]([C:13]3[CH:18]=[CH:17][C:16]([C:19]([F:21])([F:20])[F:22])=[CH:15][N:14]=3)[CH:7]=2)=[C:26]([CH2:30][C:31]([O:33][CH3:34])=[O:32])[CH:27]=[CH:28][CH:29]=1.